From a dataset of Forward reaction prediction with 1.9M reactions from USPTO patents (1976-2016). Predict the product of the given reaction. Given the reactants Cl.[Br:2][C:3]1[CH:11]=[C:10]2[C:6]([C:7]([CH2:12][CH2:13][NH2:14])=[CH:8][NH:9]2)=[CH:5][CH:4]=1.Br[C:16]1[CH:24]=CC=C2[C:17]=1C(CCN)=CN2.[O-]S([O-])(=O)=O.[Na+].[Na+], predict the reaction product. The product is: [Br:2][C:3]1[CH:11]=[C:10]2[C:6]([C:7]3[CH2:12][CH2:13][NH:14][C:16]([CH3:24])([CH3:17])[C:8]=3[NH:9]2)=[CH:5][CH:4]=1.